From a dataset of Reaction yield outcomes from USPTO patents with 853,638 reactions. Predict the reaction yield, written as a fraction of the theoretical maximum amount of product (1.0 means a 100% yield; for example, 0.34 means a 34% yield). (1) The reactants are [C:1]([O:5][C:6]([N:8]1[CH2:13][CH2:12][CH:11]([NH:14][C:15]2[CH:16]=[C:17]([CH:22]=[CH:23][N:24]=2)[C:18]([O:20]C)=[O:19])[CH2:10][CH2:9]1)=[O:7])([CH3:4])([CH3:3])[CH3:2].[OH-].[Na+]. The catalyst is CO. The product is [C:1]([O:5][C:6]([N:8]1[CH2:13][CH2:12][CH:11]([NH:14][C:15]2[CH:16]=[C:17]([CH:22]=[CH:23][N:24]=2)[C:18]([OH:20])=[O:19])[CH2:10][CH2:9]1)=[O:7])([CH3:4])([CH3:2])[CH3:3]. The yield is 0.894. (2) The reactants are [CH3:1][O:2][C:3]1[CH:4]=[C:5]2[C:9](=[CH:10][CH:11]=1)[C:8](=[N:12]O)[CH2:7][CH2:6]2.N. The catalyst is CO.[Ni]. The product is [CH3:1][O:2][C:3]1[CH:4]=[C:5]2[C:9](=[CH:10][CH:11]=1)[CH:8]([NH2:12])[CH2:7][CH2:6]2. The yield is 0.450. (3) The reactants are [NH2:1][C:2]1[CH:7]=[CH:6][C:5]([C@@H:8]([CH3:17])[CH2:9][NH:10][S:11]([CH:14]([CH3:16])[CH3:15])(=[O:13])=[O:12])=[CH:4][CH:3]=1.C(N(CC)CC)C.[F:25][C:26]1[CH:27]=[C:28]([CH:32]=[C:33]([F:35])[CH:34]=1)[C:29](Cl)=[O:30]. The catalyst is C(Cl)Cl.C(OCC)C. The product is [CH3:17][C@H:8]([C:5]1[CH:4]=[CH:3][C:2]([NH:1][C:29]([C:28]2[CH:27]=[C:26]([F:25])[CH:34]=[C:33]([F:35])[CH:32]=2)=[O:30])=[CH:7][CH:6]=1)[CH2:9][NH:10][S:11]([CH:14]([CH3:16])[CH3:15])(=[O:13])=[O:12]. The yield is 0.957. (4) The reactants are C([O:3][C:4](=[O:19])[CH:5]([C:8]1[C:13]([F:14])=[CH:12][C:11]([O:15][CH2:16][CH3:17])=[CH:10][C:9]=1[F:18])[O:6][CH3:7])C.[Li+].[OH-].Cl. The catalyst is C1COCC1.CO. The product is [CH2:16]([O:15][C:11]1[CH:10]=[C:9]([F:18])[C:8]([CH:5]([O:6][CH3:7])[C:4]([OH:19])=[O:3])=[C:13]([F:14])[CH:12]=1)[CH3:17]. The yield is 0.980. (5) The reactants are [NH2:1][C:2]1[CH:3]=[C:4]([C:8]([N:10]2[CH2:14][CH2:13][CH:12]([OH:15])[CH2:11]2)=[O:9])[CH:5]=[CH:6][CH:7]=1.[CH2:16]([O:18][C:19]1[C:20](=O)[C:21](=[O:26])[C:22]=1[O:23]CC)[CH3:17]. The catalyst is C(O)C. The product is [CH2:16]([O:18][C:19]1[C:22](=[O:23])[C:21](=[O:26])[C:20]=1[NH:1][C:2]1[CH:7]=[CH:6][CH:5]=[C:4]([C:8]([N:10]2[CH2:14][CH2:13][CH:12]([OH:15])[CH2:11]2)=[O:9])[CH:3]=1)[CH3:17]. The yield is 0.630.